From a dataset of Forward reaction prediction with 1.9M reactions from USPTO patents (1976-2016). Predict the product of the given reaction. Given the reactants FC(F)(F)S(OC)(=O)=O.[F:10][C:11]1[CH:22]=[CH:21][C:14]([CH2:15]N(C)C(=S)C)=[CH:13][CH:12]=1.[NH2:23][C:24]1[CH:33]=[C:32]2[C:27]([CH2:28][CH2:29][CH:30]([OH:49])[CH:31]2[NH:34][C:35]([C:37]2[CH:42]=[CH:41][C:40]([C:43]3[CH:48]=[CH:47][CH:46]=[CH:45][CH:44]=3)=[CH:39][CH:38]=2)=[O:36])=[CH:26][CH:25]=1.[N:50]1[CH:55]=CC=[CH:52][CH:51]=1, predict the reaction product. The product is: [F:10][C:11]1[CH:12]=[CH:13][C:14]([CH2:15][CH2:55][NH:50][C:51](=[N:23][C:24]2[CH:33]=[C:32]3[C:27]([CH2:28][CH2:29][C@@H:30]([OH:49])[C@@H:31]3[NH:34][C:35]([C:37]3[CH:42]=[CH:41][C:40]([C:43]4[CH:44]=[CH:45][CH:46]=[CH:47][CH:48]=4)=[CH:39][CH:38]=3)=[O:36])=[CH:26][CH:25]=2)[CH3:52])=[CH:21][CH:22]=1.